This data is from Catalyst prediction with 721,799 reactions and 888 catalyst types from USPTO. The task is: Predict which catalyst facilitates the given reaction. (1) Reactant: [Cl:1][C:2]1[CH:3]=[C:4]([CH:8]=[C:9]([Cl:12])[C:10]=1I)[C:5]([OH:7])=[O:6].[F:13][C:14]1[CH:19]=[CH:18][C:17](B(O)O)=[CH:16][CH:15]=1.C([O-])([O-])=O.[K+].[K+].ClC1C=C(C=C(Cl)C=1)C(O)=O. Product: [Cl:1][C:2]1[CH:3]=[C:4]([C:5]([OH:7])=[O:6])[CH:8]=[C:9]([Cl:12])[C:10]=1[C:17]1[CH:18]=[CH:19][C:14]([F:13])=[CH:15][CH:16]=1. The catalyst class is: 77. (2) Reactant: Br[C:2]1[CH:20]=[CH:19][C:5]([O:6][CH2:7][CH:8]2[CH2:13][CH2:12][N:11]([CH2:14][C:15]([F:18])([CH3:17])[CH3:16])[CH2:10][CH2:9]2)=[CH:4][CH:3]=1.[CH2:21]([O:23][C:24]([C:26]1[CH:31]=[CH:30][C:29](B(O)O)=[CH:28][C:27]=1[F:35])=[O:25])[CH3:22].O.C([O-])([O-])=O.[Cs+].[Cs+]. Product: [F:35][C:27]1[CH:28]=[C:29]([C:2]2[CH:20]=[CH:19][C:5]([O:6][CH2:7][CH:8]3[CH2:13][CH2:12][N:11]([CH2:14][C:15]([F:18])([CH3:17])[CH3:16])[CH2:10][CH2:9]3)=[CH:4][CH:3]=2)[CH:30]=[CH:31][C:26]=1[C:24]([O:23][CH2:21][CH3:22])=[O:25]. The catalyst class is: 12. (3) Reactant: [C:1]([CH:3]1[CH2:7][S:6](=O)[CH2:5][CH2:4]1)#[N:2].C(O)(=O)C.O.[NH2:14][NH2:15]. Product: [NH:14]1[C:4]2[CH2:5][S:6][CH2:7][C:3]=2[C:1]([NH2:2])=[N:15]1. The catalyst class is: 8.